From a dataset of Forward reaction prediction with 1.9M reactions from USPTO patents (1976-2016). Predict the product of the given reaction. (1) Given the reactants Cl[C:2]1[C:11]2[C:6](=[C:7]([F:12])[CH:8]=[CH:9][CH:10]=2)[N:5]=[C:4]([C:13]2[CH:18]=[CH:17][CH:16]=[CH:15][N:14]=2)[C:3]=1[CH3:19].[CH3:20][C:21]1([CH3:36])[C:29]2[C:24](=[CH:25][C:26]([N:30]3[CH2:35][CH2:34][O:33][CH2:32][CH2:31]3)=[CH:27][CH:28]=2)[NH:23][CH2:22]1.[H-].[Na+], predict the reaction product. The product is: [CH3:20][C:21]1([CH3:36])[C:29]2[C:24](=[CH:25][C:26]([N:30]3[CH2:35][CH2:34][O:33][CH2:32][CH2:31]3)=[CH:27][CH:28]=2)[N:23]([C:2]2[C:11]3[C:6](=[C:7]([F:12])[CH:8]=[CH:9][CH:10]=3)[N:5]=[C:4]([C:13]3[CH:18]=[CH:17][CH:16]=[CH:15][N:14]=3)[C:3]=2[CH3:19])[CH2:22]1. (2) Given the reactants [Br:1][C:2]1[CH:3]=[C:4]2[C:8](=[CH:9][CH:10]=1)[NH:7][CH2:6][CH2:5]2.[C:11]([N:18]1[CH2:23][CH2:22][C:21](=O)[CH2:20][CH2:19]1)([O:13][C:14]([CH3:17])([CH3:16])[CH3:15])=[O:12].[BH-](OC(C)=O)(OC(C)=O)OC(C)=O.[Na+], predict the reaction product. The product is: [Br:1][C:2]1[CH:3]=[C:4]2[C:8](=[CH:9][CH:10]=1)[N:7]([CH:21]1[CH2:22][CH2:23][N:18]([C:11]([O:13][C:14]([CH3:17])([CH3:16])[CH3:15])=[O:12])[CH2:19][CH2:20]1)[CH2:6][CH2:5]2. (3) Given the reactants CC[O:3][C:4]([C@@H:6](O)[CH3:7])=O.[C:9]([OH:14])(=[O:13])[C@H:10]([CH3:12])[OH:11].C(O)(=O)C(C)O, predict the reaction product. The product is: [CH3:12][C@@H:10]1[O:11][C:4](=[O:3])[C@H:6]([CH3:7])[O:14][C:9]1=[O:13]. (4) Given the reactants C(O)C.[Cl-].[NH4+].O1CCCC1.[CH3:11][O:12][C:13]1[CH:14]=[C:15]2[C:20](=[CH:21][C:22]=1[O:23][CH3:24])[CH2:19][N:18]([C:25](=[O:41])[C@@H:26]([NH:31][C:32]1[CH:37]=[CH:36][CH:35]=[CH:34][C:33]=1[N+:38]([O-])=O)[C:27]([CH3:30])([CH3:29])[CH3:28])[CH2:17][CH2:16]2, predict the reaction product. The product is: [NH2:38][C:33]1[CH:34]=[CH:35][CH:36]=[CH:37][C:32]=1[NH:31][C@@H:26]([C:27]([CH3:30])([CH3:29])[CH3:28])[C:25]([N:18]1[CH2:17][CH2:16][C:15]2[C:20](=[CH:21][C:22]([O:23][CH3:24])=[C:13]([O:12][CH3:11])[CH:14]=2)[CH2:19]1)=[O:41]. (5) Given the reactants [F:1][C:2]([F:24])([C:17]1[CH:22]=[CH:21][C:20]([F:23])=[CH:19][N:18]=1)[C:3]1[N:12]=[C:11]([S:13][CH3:14])[C:10]2[C:5](=[CH:6][C:7]([C:15]#[N:16])=[CH:8][CH:9]=2)[N:4]=1.S(=O)(=O)(O)[OH:26].C(=O)(O)[O-].[Na+], predict the reaction product. The product is: [F:24][C:2]([F:1])([C:17]1[CH:22]=[CH:21][C:20]([F:23])=[CH:19][N:18]=1)[C:3]1[N:12]=[C:11]([S:13][CH3:14])[C:10]2[C:5](=[CH:6][C:7]([C:15]([NH2:16])=[O:26])=[CH:8][CH:9]=2)[N:4]=1. (6) Given the reactants [Br:1][C:2]1[CH:10]=[CH:9][C:8](S(=O)(=O)NC2C=CC(CCCC)=CC=2)=[CH:7][C:3]=1C(O)=O.N1CC[O:28][CH2:27]C1.N1CCCC1, predict the reaction product. The product is: [Br:1][C:2]1[CH:10]=[CH:9][CH:8]=[CH:7][C:3]=1[O:28][CH3:27].